Dataset: Reaction yield outcomes from USPTO patents with 853,638 reactions. Task: Predict the reaction yield, written as a fraction of the theoretical maximum amount of product (1.0 means a 100% yield; for example, 0.34 means a 34% yield). (1) The reactants are [CH:1]([CH:3]1[CH2:8][CH2:7][N:6]([C:9]([O:11][CH2:12][C:13]2[CH:18]=[CH:17][CH:16]=[CH:15][CH:14]=2)=[O:10])[CH2:5][CH2:4]1)=O.O.C1(C)C=CC(S(O)(=O)=O)=CC=1.C1C=CC=CC=1.[CH3:37][C:38](=[O:41])[CH:39]=[CH2:40]. No catalyst specified. The product is [O:41]=[C:38]1[CH2:39][CH2:40][C:3]2([CH2:8][CH2:7][N:6]([C:9]([O:11][CH2:12][C:13]3[CH:18]=[CH:17][CH:16]=[CH:15][CH:14]=3)=[O:10])[CH2:5][CH2:4]2)[CH:1]=[CH:37]1. The yield is 0.572. (2) The reactants are [H-].[Na+].[Br:3][C:4]1[CH:9]=[CH:8][C:7]([OH:10])=[CH:6][CH:5]=1.[CH3:11][C:12]([CH3:17])=[CH:13][C:14](Cl)=[O:15].C(OCC)(=O)C. The catalyst is O1CCCC1.[Cl-].[Na+].O.CCCCCC. The product is [Br:3][C:4]1[CH:9]=[CH:8][C:7]([O:10][C:14](=[O:15])[CH:13]=[C:12]([CH3:17])[CH3:11])=[CH:6][CH:5]=1. The yield is 0.590. (3) The reactants are [C:1]1([C:7]2[CH:12]=[CH:11][CH:10]=[CH:9][CH:8]=2)[CH:6]=[CH:5][CH:4]=[CH:3][CH:2]=1.[Cl:13][C:14]1[CH:19]=[CH:18][C:17]([S:20](Cl)(=[O:22])=[O:21])=[CH:16][CH:15]=1.CO. The catalyst is ClC1C(Cl)=C(Cl)C=CC=1. The product is [Cl:13][C:14]1[CH:19]=[CH:18][C:17]([S:20]([C:4]2[CH:5]=[CH:6][C:1]([C:7]3[CH:8]=[CH:9][CH:10]=[CH:11][CH:12]=3)=[CH:2][CH:3]=2)(=[O:22])=[O:21])=[CH:16][CH:15]=1. The yield is 0.650. (4) The reactants are [Cl:1][C:2]1[CH:3]=[C:4]([CH:7]=[CH:8][C:9]=1[CH2:10][N:11]1[C:19](=[O:20])[C:18]2[C:13](=[CH:14][CH:15]=[CH:16][CH:17]=2)[C:12]1=[O:21])[CH:5]=O.[C:22]([O-])([O-])=O.[K+].[K+]. The catalyst is O1CCOCC1.[Br-].C[P+](C1C=CC=CC=1)(C1C=CC=CC=1)C1C=CC=CC=1. The product is [Cl:1][C:2]1[CH:3]=[C:4]([CH:5]=[CH2:22])[CH:7]=[CH:8][C:9]=1[CH2:10][N:11]1[C:19](=[O:20])[C:18]2[C:13](=[CH:14][CH:15]=[CH:16][CH:17]=2)[C:12]1=[O:21]. The yield is 0.700. (5) The reactants are [C:1]1([C:7]2[C:12]([C:13]3[CH:18]=[CH:17][N:16]=[CH:15][CH:14]=3)=[C:11]([C:19]3[CH:24]=[CH:23][CH:22]=[CH:21][CH:20]=3)[N:10]=[C:9]3[NH:25][N:26]=[CH:27][C:8]=23)[CH:6]=[CH:5][CH:4]=[CH:3][CH:2]=1.[OH-].[K+].I[CH3:31].O. The catalyst is CC(C)=O. The product is [CH3:31][N:26]1[CH:27]=[C:8]2[C:9]([N:10]=[C:11]([C:19]3[CH:24]=[CH:23][CH:22]=[CH:21][CH:20]=3)[C:12]([C:13]3[CH:18]=[CH:17][N:16]=[CH:15][CH:14]=3)=[C:7]2[C:1]2[CH:6]=[CH:5][CH:4]=[CH:3][CH:2]=2)=[N:25]1.[CH3:31][N:25]1[C:9]2=[N:10][C:11]([C:19]3[CH:24]=[CH:23][CH:22]=[CH:21][CH:20]=3)=[C:12]([C:13]3[CH:18]=[CH:17][N:16]=[CH:15][CH:14]=3)[C:7]([C:1]3[CH:6]=[CH:5][CH:4]=[CH:3][CH:2]=3)=[C:8]2[CH:27]=[N:26]1. The yield is 0.470.